The task is: Predict the product of the given reaction.. This data is from Forward reaction prediction with 1.9M reactions from USPTO patents (1976-2016). (1) Given the reactants CC(C)([O-])C.[K+].[F:7]/[C:8](/[C:22]1[CH:26]=[C:25]([CH3:27])[NH:24][N:23]=1)=[CH:9]\[C:10]1[CH:15]=[CH:14][C:13]([O:16][C:17]([F:20])([F:19])[F:18])=[C:12]([F:21])[CH:11]=1.CS(O[CH2:33][C:34]1[CH:35]=[N:36][C:37]([Cl:40])=[CH:38][CH:39]=1)(=O)=O.C(OCC)(=O)C, predict the reaction product. The product is: [Cl:40][C:37]1[CH:38]=[CH:39][C:34]([CH2:33][N:24]2[C:25]([CH3:27])=[CH:26][C:22](/[C:8](/[F:7])=[CH:9]/[C:10]3[CH:15]=[CH:14][C:13]([O:16][C:17]([F:20])([F:19])[F:18])=[C:12]([F:21])[CH:11]=3)=[N:23]2)=[CH:35][N:36]=1. (2) Given the reactants [Cl:1][C:2]1[CH:9]=[C:8]([N:10]([C@H:22]2[CH2:26][CH2:25][NH:24][CH2:23]2)[CH2:11][C:12]2[CH:17]=[CH:16][CH:15]=[CH:14][C:13]=2[C:18]([F:21])([F:20])[F:19])[CH:7]=[CH:6][C:3]=1[C:4]#[N:5].[CH2:27]([S:30](Cl)(=[O:32])=[O:31])[CH2:28][CH3:29], predict the reaction product. The product is: [Cl:1][C:2]1[CH:9]=[C:8]([N:10]([C@H:22]2[CH2:26][CH2:25][N:24]([S:30]([CH2:27][CH2:28][CH3:29])(=[O:32])=[O:31])[CH2:23]2)[CH2:11][C:12]2[CH:17]=[CH:16][CH:15]=[CH:14][C:13]=2[C:18]([F:19])([F:20])[F:21])[CH:7]=[CH:6][C:3]=1[C:4]#[N:5]. (3) Given the reactants [CH3:1][O:2][C:3]1[CH:29]=[C:28]([O:30][CH3:31])[CH:27]=[CH:26][C:4]=1[CH2:5][NH:6][S:7]([CH2:10][C:11]1[CH:16]=[CH:15][C:14]([CH2:17][C:18]([N:20]2[CH2:25][CH2:24][O:23][CH2:22][CH2:21]2)=O)=[CH:13][CH:12]=1)(=[O:9])=[O:8].[H-].[Al+3].[Li+].[H-].[H-].[H-].O.[OH-].[Na+], predict the reaction product. The product is: [CH3:1][O:2][C:3]1[CH:29]=[C:28]([O:30][CH3:31])[CH:27]=[CH:26][C:4]=1[CH2:5][NH:6][S:7]([CH2:10][C:11]1[CH:12]=[CH:13][C:14]([CH2:17][CH2:18][N:20]2[CH2:25][CH2:24][O:23][CH2:22][CH2:21]2)=[CH:15][CH:16]=1)(=[O:9])=[O:8]. (4) Given the reactants [F:1][C:2]1[CH:7]=[CH:6][CH:5]=[C:4]([F:8])[C:3]=1[C:9]1[N:14]=[C:13]([NH:15][CH:16]2[CH2:18][CH2:17]2)[N:12]=[C:11](Cl)[C:10]=1[C:20]#[N:21].[SH:22][CH2:23][C:24]([NH2:26])=[O:25].C([O-])([O-])=O.[Na+].[Na+].CC[O-].[Na+], predict the reaction product. The product is: [NH2:21][C:20]1[C:10]2[C:9]([C:3]3[C:2]([F:1])=[CH:7][CH:6]=[CH:5][C:4]=3[F:8])=[N:14][C:13]([NH:15][CH:16]3[CH2:18][CH2:17]3)=[N:12][C:11]=2[S:22][C:23]=1[C:24]([NH2:26])=[O:25]. (5) Given the reactants [F:1][C:2]1[CH:3]=[C:4]([CH:24]=[C:25]([O:28][CH3:29])[C:26]=1[OH:27])/[CH:5]=[C:6]1/[C:7](=[O:23])[N:8]2[C:13]([C:14]3[CH:22]=[CH:21][C:17]([C:18](O)=[O:19])=[CH:16][CH:15]=3)=[CH:12][N:11]=[C:9]2[S:10]/1.Cl.[F:31][CH:32]1[CH2:35][NH:34][CH2:33]1, predict the reaction product. The product is: [F:31][CH:32]1[CH2:35][N:34]([C:18]([C:17]2[CH:16]=[CH:15][C:14]([C:13]3[N:8]=[C:9]4[N:11]([CH:12]=3)[C:7](=[O:23])/[C:6](=[CH:5]/[C:4]3[CH:24]=[C:25]([O:28][CH3:29])[C:26]([OH:27])=[C:2]([F:1])[CH:3]=3)/[S:10]4)=[CH:22][CH:21]=2)=[O:19])[CH2:33]1.